Dataset: Reaction yield outcomes from USPTO patents with 853,638 reactions. Task: Predict the reaction yield, written as a fraction of the theoretical maximum amount of product (1.0 means a 100% yield; for example, 0.34 means a 34% yield). (1) The reactants are [OH:1][CH2:2][CH:3]1[CH2:5][CH:4]1[C:6]([O:8][CH2:9][CH3:10])=[O:7].CCN(CC)CC.[CH3:18][S:19](Cl)(=[O:21])=[O:20]. The catalyst is CN(C1C=CN=CC=1)C.C(Cl)Cl. The product is [CH3:18][S:19]([O:1][CH2:2][CH:3]1[CH2:5][CH:4]1[C:6]([O:8][CH2:9][CH3:10])=[O:7])(=[O:21])=[O:20]. The yield is 0.990. (2) The reactants are [CH:1]([C:3]1[CH:30]=[CH:29][C:6]2[N:7]([CH2:24][C:25]([OH:28])([CH3:27])[CH3:26])[C:8]([NH:10][C:11]([C:13]3[S:14][C:15]([C:18]4[O:22][C:21]([CH3:23])=[N:20][CH:19]=4)=[CH:16][CH:17]=3)=[O:12])=[N:9][C:5]=2[CH:4]=1)=O.[NH2:31][C:32]1[CH:37]=[CH:36][CH:35]=[CH:34][CH:33]=1.C(=O)C1C=CC=CC=1. The catalyst is C1COCC1. The product is [OH:28][C:25]([CH3:26])([CH3:27])[CH2:24][N:7]1[C:6]2[CH:29]=[CH:30][C:3]([CH2:1][NH:31][C:32]3[CH:37]=[CH:36][CH:35]=[CH:34][CH:33]=3)=[CH:4][C:5]=2[N:9]=[C:8]1[NH:10][C:11]([C:13]1[S:14][C:15]([C:18]2[O:22][C:21]([CH3:23])=[N:20][CH:19]=2)=[CH:16][CH:17]=1)=[O:12]. The yield is 1.00. (3) The reactants are [C:1](=[O:4])([O-])[O-].Cl[C:6]1C=[C:8]([C:12](=O)[C:13]([C:15]2[CH:20]=[CH:19][C:18]([O:21][CH:22]([F:24])[F:23])=[C:17]([CH3:25])[CH:16]=2)=O)[CH:9]=[CH:10][CH:11]=1.[ClH:27].[CH3:28][NH:29][C:30]([NH2:32])=[NH:31].O1CCOCC1. The catalyst is O.C(O)C. The product is [NH2:31][C:30]1[N:29]([CH3:28])[C:1](=[O:4])[C:13]([C:12]2[CH:6]=[CH:11][CH:10]=[C:9]([Cl:27])[CH:8]=2)([C:15]2[CH:20]=[CH:19][C:18]([O:21][CH:22]([F:23])[F:24])=[C:17]([CH3:25])[CH:16]=2)[N:32]=1. The yield is 0.430. (4) The reactants are [Cl:1][C:2]([Cl:7])([Cl:6])[C:3](Cl)=[O:4].[N:8]1[CH:9]=[CH:10][N:11]2[CH:16]=[CH:15][CH:14]=[CH:13][C:12]=12. The product is [Cl:1][C:2]([Cl:7])([Cl:6])[C:3]([C:10]1[N:11]2[CH:16]=[CH:15][CH:14]=[CH:13][C:12]2=[N:8][CH:9]=1)=[O:4]. The catalyst is CN(C)C1C=CN=CC=1.C1COCC1. The yield is 0.950. (5) The reactants are [S:1]1[C:5]2[CH:6]=[CH:7][CH:8]=[CH:9][C:4]=2[C:3]([N:10]2[CH2:15][CH2:14][N:13]([CH2:16][CH2:17][C:18]3[CH:19]=[C:20]4[C:24](=[CH:25][CH:26]=3)[C:23]([CH3:28])([CH3:27])[C:22](=[NH:29])[C:21]4([CH3:31])[CH3:30])[CH2:12][CH2:11]2)=[N:2]1.[BH4-].[Na+]. The catalyst is CC(O)C.CO. The product is [S:1]1[C:5]2[CH:6]=[CH:7][CH:8]=[CH:9][C:4]=2[C:3]([N:10]2[CH2:15][CH2:14][N:13]([CH2:16][CH2:17][C:18]3[CH:19]=[C:20]4[C:24](=[CH:25][CH:26]=3)[C:23]([CH3:27])([CH3:28])[CH:22]([NH2:29])[C:21]4([CH3:31])[CH3:30])[CH2:12][CH2:11]2)=[N:2]1. The yield is 0.900. (6) The reactants are [BH4-].[Na+].[O:3]=[C:4]([CH2:16][CH2:17][CH2:18][CH2:19][CH2:20][C:21]([CH3:26])([CH3:25])[C:22]([OH:24])=[O:23])[CH2:5][CH2:6][CH2:7][CH2:8][CH2:9][C:10]([CH3:15])([CH3:14])[C:11]([OH:13])=[O:12].C(OCC)(=O)C.Cl. The catalyst is CO.O. The product is [OH:3][CH:4]([CH2:16][CH2:17][CH2:18][CH2:19][CH2:20][C:21]([CH3:26])([CH3:25])[C:22]([OH:24])=[O:23])[CH2:5][CH2:6][CH2:7][CH2:8][CH2:9][C:10]([CH3:15])([CH3:14])[C:11]([OH:13])=[O:12]. The yield is 0.600. (7) The reactants are [CH3:1][O:2][C:3]([C:5]1([CH:11](OS(C2C=CC(C)=CC=2)(=O)=O)[CH3:12])[CH2:10][O:9][CH2:8][CH2:7][O:6]1)=[O:4].Cl.C(OCC)C. The catalyst is N1(C2CCCCCCCCCC2)CCCN=CCCCCC1. The product is [CH3:1][O:2][C:3]([C:5]1([CH:11]=[CH2:12])[CH2:10][O:9][CH2:8][CH2:7][O:6]1)=[O:4]. The yield is 0.360. (8) The reactants are [CH:1]1([NH2:7])[CH2:6][CH2:5][CH2:4][CH2:3][CH2:2]1.C([O:10][C:11]([C:13]1[C:14](=[O:33])[N:15]([CH2:25][C:26]2[CH:31]=[CH:30][C:29]([F:32])=[CH:28][CH:27]=2)[C:16]2[C:21]([C:22]=1[OH:23])=[CH:20][C:19]([CH3:24])=[CH:18][CH:17]=2)=O)C. The catalyst is C1(C)C=CC=CC=1.O. The product is [CH:1]1([NH:7][C:11]([C:13]2[C:14](=[O:33])[N:15]([CH2:25][C:26]3[CH:31]=[CH:30][C:29]([F:32])=[CH:28][CH:27]=3)[C:16]3[C:21]([C:22]=2[OH:23])=[CH:20][C:19]([CH3:24])=[CH:18][CH:17]=3)=[O:10])[CH2:6][CH2:5][CH2:4][CH2:3][CH2:2]1. The yield is 0.930. (9) The reactants are [C:1]([O:5][C:6]([NH:8][C@@H:9]([CH2:13][C:14]1[CH:19]=[CH:18][C:17]([N+:20]([O-:22])=[O:21])=[CH:16][CH:15]=1)[C:10]([OH:12])=O)=[O:7])([CH3:4])([CH3:3])[CH3:2].C(N(CC)CC)C.ClC(OCC(C)C)=O.[N+:38](=[CH2:40])=[N-:39]. The catalyst is C1COCC1.CCOCC. The product is [C:1]([O:5][C:6](=[O:7])[NH:8][CH:9]([CH2:13][C:14]1[CH:19]=[CH:18][C:17]([N+:20]([O-:22])=[O:21])=[CH:16][CH:15]=1)[C:10](=[O:12])[CH:40]=[N+:38]=[N-:39])([CH3:2])([CH3:3])[CH3:4]. The yield is 0.820.